This data is from Full USPTO retrosynthesis dataset with 1.9M reactions from patents (1976-2016). The task is: Predict the reactants needed to synthesize the given product. (1) Given the product [ClH:1].[ClH:1].[C:2]1([C:8]2[O:16][C:15]3[C:10](=[N:11][CH:12]=[CH:13][CH:14]=3)[C:9]=2[C:17]2[CH:18]=[CH:19][C:20]([C:23]3([NH2:27])[CH2:26][CH2:25][CH2:24]3)=[CH:21][CH:22]=2)[CH:3]=[CH:4][CH:5]=[CH:6][CH:7]=1, predict the reactants needed to synthesize it. The reactants are: [ClH:1].[C:2]1([C:8]2[O:16][C:15]3[C:10](=[N:11][CH:12]=[CH:13][CH:14]=3)[C:9]=2[C:17]2[CH:22]=[CH:21][C:20]([C:23]3([NH:27]C(=O)OC(C)(C)C)[CH2:26][CH2:25][CH2:24]3)=[CH:19][CH:18]=2)[CH:7]=[CH:6][CH:5]=[CH:4][CH:3]=1.CCOCC. (2) Given the product [Cl:1][C:2]1[CH:10]=[CH:9][CH:8]=[C:7]2[C:3]=1[C:4]([CH:11]([C:4]1[C:3]3[C:7](=[CH:8][CH:9]=[CH:10][C:2]=3[Cl:1])[NH:6][CH:5]=1)[C:13]1[O:17][C:16]([C:18]([OH:20])=[O:19])=[CH:15][CH:14]=1)=[CH:5][NH:6]2, predict the reactants needed to synthesize it. The reactants are: [Cl:1][C:2]1[CH:10]=[CH:9][CH:8]=[C:7]2[C:3]=1[CH:4]=[CH:5][NH:6]2.[CH:11]([C:13]1[O:17][C:16]([C:18]([OH:20])=[O:19])=[CH:15][CH:14]=1)=O. (3) Given the product [CH3:35][C:26]([NH:36][CH2:4][CH:2]([C:16]1[C:17]2[O:22][CH2:21][C:20](=[O:23])[NH:19][C:18]=2[CH:24]=[C:14]([O:13][CH2:6][C:7]2[CH:8]=[CH:9][CH:10]=[CH:11][CH:12]=2)[CH:15]=1)[OH:3])([CH3:25])[CH2:27][C:28]1[CH:33]=[CH:32][C:31]([OH:34])=[CH:30][CH:29]=1, predict the reactants needed to synthesize it. The reactants are: O.[CH:2]([CH:4]=O)=[O:3].[CH2:6]([O:13][C:14]1[CH:15]=[CH:16][C:17]2[O:22][CH2:21][C:20](=[O:23])[NH:19][C:18]=2[CH:24]=1)[C:7]1[CH:12]=[CH:11][CH:10]=[CH:9][CH:8]=1.[CH3:25][C:26]([NH2:36])([CH3:35])[CH2:27][C:28]1[CH:33]=[CH:32][C:31]([OH:34])=[CH:30][CH:29]=1.Cl. (4) The reactants are: C(S(C1C=CC(CNC(C2C=C3C(=CC=2)C(C(C)C)NC3)=O)=NC=1)(=O)=O)C.[CH:28]([CH:31]1[C:39]2[C:34](=[CH:35][C:36]([C:40](=[O:53])[NH:41][CH2:42][CH:43]3[CH2:48][CH2:47][N:46]([S:49]([CH3:52])(=[O:51])=[O:50])[CH2:45][CH2:44]3)=[CH:37][CH:38]=2)[CH2:33][N:32]1C(OC(C)(C)C)=O)([CH3:30])[CH3:29].C([C@H]1C2C(=CC(C(=O)NCC3CCN(S(C)(=O)=O)CC3)=CC=2)CN1C(OC(C)(C)C)=O)(C)C.C([C@@H]1C2C(=CC(C(=O)NCC3CCN(S(C)(=O)=O)CC3)=CC=2)CN1C(OC(C)(C)C)=O)(C)C. Given the product [CH:28]([C@H:31]1[C:39]2[C:34](=[CH:35][C:36]([C:40]([NH:41][CH2:42][CH:43]3[CH2:44][CH2:45][N:46]([S:49]([CH3:52])(=[O:51])=[O:50])[CH2:47][CH2:48]3)=[O:53])=[CH:37][CH:38]=2)[CH2:33][NH:32]1)([CH3:30])[CH3:29], predict the reactants needed to synthesize it. (5) Given the product [N:1]1[CH:6]=[CH:5][CH:4]=[CH:3][C:2]=1[CH2:7][CH2:8][C:9]1[C:17]2[C:12](=[N:13][CH:14]=[C:15]([C:18]3[CH:19]=[C:20]([OH:24])[CH:21]=[CH:22][CH:23]=3)[CH:16]=2)[NH:11][CH:10]=1, predict the reactants needed to synthesize it. The reactants are: [N:1]1[CH:6]=[CH:5][CH:4]=[CH:3][C:2]=1[CH:7]=[CH:8][C:9]1[C:17]2[C:12](=[N:13][CH:14]=[C:15]([C:18]3[CH:19]=[C:20]([OH:24])[CH:21]=[CH:22][CH:23]=3)[CH:16]=2)[NH:11][CH:10]=1. (6) Given the product [Cl:72][C:67]1[CH:68]=[CH:69][CH:70]=[CH:71][C:66]=1[N:65]1[CH:64]=[N:63][N:62]=[C:61]1[C:59]1[S:58][C:57]2[C:51]3[CH:50]=[CH:49][C:48]([NH:47][C:45](=[O:46])[CH2:44][N:9]([CH3:10])[CH3:4])=[CH:73][C:52]=3[O:53][CH2:54][CH2:55][C:56]=2[CH:60]=1, predict the reactants needed to synthesize it. The reactants are: Cl.ClC1C=CC=C[C:4]=1[N:9]1C=NN=[C:10]1C1SC2C3C=CC(N)=CC=3OCCC=2C=1.CCN(C(C)C)C(C)C.ClCC(Cl)=O.Cl[CH2:44][C:45]([NH:47][C:48]1[CH:49]=[CH:50][C:51]2[C:57]3[S:58][C:59]([C:61]4[N:65]([C:66]5[CH:71]=[CH:70][CH:69]=[CH:68][C:67]=5[Cl:72])[CH:64]=[N:63][N:62]=4)=[CH:60][C:56]=3[CH2:55][CH2:54][O:53][C:52]=2[CH:73]=1)=[O:46].Cl.N(C)C.CCN(CC)CC. (7) Given the product [C:67]1([CH3:70])[CH:68]=[CH:69][C:64]([NH:63][C:30]([CH:20]2[NH:19][CH:18]([CH2:33][C:34]([CH3:37])([CH3:35])[CH3:36])[C:17]3([C:12]4[C:13](=[CH:14][C:9]([Cl:8])=[CH:10][CH:11]=4)[NH:15][C:16]3=[O:38])[CH:21]2[C:22]2[CH:27]=[CH:26][CH:25]=[C:24]([Cl:28])[C:23]=2[F:29])=[O:32])=[CH:65][CH:66]=1, predict the reactants needed to synthesize it. The reactants are: FC(F)(F)C(O)=O.[Cl:8][C:9]1[CH:14]=[C:13]2[NH:15][C:16](=[O:38])[C:17]3([CH:21]([C:22]4[CH:27]=[CH:26][CH:25]=[C:24]([Cl:28])[C:23]=4[F:29])[CH:20]([C:30]([OH:32])=O)[NH:19][CH:18]3[CH2:33][C:34]([CH3:37])([CH3:36])[CH3:35])[C:12]2=[CH:11][CH:10]=1.C(N(C(C)C)CC)(C)C.C1(P(Cl)(C2C=CC=CC=2)=O)C=CC=CC=1.[NH2:63][C:64]1[CH:69]=[CH:68][C:67]([CH3:70])=[CH:66][CH:65]=1. (8) Given the product [Br:1][C:2]1[C:3]([O:13][CH3:14])=[CH:4][C:5]([O:11][CH3:12])=[C:6]([CH:10]=1)[C:7]([Cl:17])=[O:8], predict the reactants needed to synthesize it. The reactants are: [Br:1][C:2]1[C:3]([O:13][CH3:14])=[CH:4][C:5]([O:11][CH3:12])=[C:6]([CH:10]=1)[C:7](O)=[O:8].S(Cl)([Cl:17])=O.